Dataset: Full USPTO retrosynthesis dataset with 1.9M reactions from patents (1976-2016). Task: Predict the reactants needed to synthesize the given product. (1) Given the product [Br:1][C:2]1[CH:3]=[N:4][C:5]2[C:10]([CH:11]=1)=[CH:9][C:8]([CH2:12][NH2:13])=[CH:7][CH:6]=2, predict the reactants needed to synthesize it. The reactants are: [Br:1][C:2]1[CH:3]=[N:4][C:5]2[C:10]([CH:11]=1)=[CH:9][C:8]([CH2:12][N:13]1C(=O)C3C(=CC=CC=3)C1=O)=[CH:7][CH:6]=2. (2) Given the product [CH2:10]([C:5]1[CH:6]=[CH:7][CH:8]=[CH:9][C:4]=1[CH2:14][CH2:13][OH:12])[CH3:11], predict the reactants needed to synthesize it. The reactants are: N#N.Br[C:4]1[CH:9]=[CH:8][CH:7]=[CH:6][C:5]=1[CH2:10][CH3:11].[O:12]1[CH2:14][CH2:13]1. (3) Given the product [CH3:1][O:2][C:3]1[CH:4]=[C:5]2[C:9](=[CH:10][C:11]=1[NH2:12])[N:8]([C:15](=[O:22])[C@@H:16]1[CH2:20][CH2:19][CH2:18][N:17]1[CH3:21])[CH2:7][CH2:6]2, predict the reactants needed to synthesize it. The reactants are: [CH3:1][O:2][C:3]1[CH:4]=[C:5]2[C:9](=[CH:10][C:11]=1[N+:12]([O-])=O)[N:8]([C:15](=[O:22])[C@@H:16]1[CH2:20][CH2:19][CH2:18][N:17]1[CH3:21])[CH2:7][CH2:6]2.O1CCCC1. (4) Given the product [Br:21][C:5]1[C:6]2[O:10][CH:9]=[C:8]([C:11](=[O:12])[C:13]3[CH:18]=[CH:17][C:16]([O:19][CH3:20])=[CH:15][CH:14]=3)[C:7]=2[C:2](=[O:25])[C:3](=[O:22])[CH:4]=1, predict the reactants needed to synthesize it. The reactants are: Br[C:2]1[C:7]2[C:8]([C:11]([C:13]3[CH:18]=[CH:17][C:16]([O:19][CH3:20])=[CH:15][CH:14]=3)=[O:12])=[CH:9][O:10][C:6]=2[C:5]([Br:21])=[CH:4][C:3]=1[OH:22].CC(OI1(OC(C)=O)(OC(C)=O)OC(=O)C2C=CC=CC1=2)=[O:25]. (5) The reactants are: COC1C=CC(C)=CC=1C(N[C@H]1CCC[C@@H]1NC1C=NC(C(F)(F)F)=CN=1)=O.Cl.[F:30][C:31]([F:46])([F:45])[C:32]1[N:33]=[CH:34][C:35]([NH:38][C@H:39]2[CH2:43][CH2:42][CH2:41][C@@H:40]2[NH2:44])=[N:36][CH:37]=1.[F:47][C:48]1[C:49]([N:57]2[N:61]=[CH:60][CH:59]=[N:58]2)=[C:50]([CH:54]=[CH:55][CH:56]=1)[C:51](O)=[O:52]. Given the product [F:47][C:48]1[C:49]([N:57]2[N:61]=[CH:60][CH:59]=[N:58]2)=[C:50]([CH:54]=[CH:55][CH:56]=1)[C:51]([NH:44][C@H:40]1[CH2:41][CH2:42][CH2:43][C@@H:39]1[NH:38][C:35]1[CH:34]=[N:33][C:32]([C:31]([F:30])([F:45])[F:46])=[CH:37][N:36]=1)=[O:52], predict the reactants needed to synthesize it. (6) Given the product [F:21][C:22]1([F:28])[CH2:27][CH2:26][N:25]([C:3]2[N:8]=[CH:7][N:6]=[C:5]([N:9]3[C:13](=[O:14])[C:12]([N:15]4[CH:19]=[CH:18][N:17]=[N:16]4)=[CH:11][NH:10]3)[CH:4]=2)[CH2:24][CH2:23]1, predict the reactants needed to synthesize it. The reactants are: Cl.Cl[C:3]1[N:8]=[CH:7][N:6]=[C:5]([N:9]2[C:13](=[O:14])[C:12]([N:15]3[CH:19]=[CH:18][N:17]=[N:16]3)=[CH:11][NH:10]2)[CH:4]=1.Cl.[F:21][C:22]1([F:28])[CH2:27][CH2:26][NH:25][CH2:24][CH2:23]1.C(N(C(C)C)C(C)C)C. (7) Given the product [F:24][C:7]([F:6])([F:23])[C:8]([NH:10][CH2:11][CH2:12][C:13]1[CH:18]=[CH:17][C:16]([SH:19])=[CH:15][CH:14]=1)=[O:9], predict the reactants needed to synthesize it. The reactants are: Cl[Si](Cl)(C)C.[F:6][C:7]([F:24])([F:23])[C:8]([NH:10][CH2:11][CH2:12][C:13]1[CH:18]=[CH:17][C:16]([S:19](Cl)(=O)=O)=[CH:15][CH:14]=1)=[O:9].CN1CCN(C)C1=O.CO. (8) Given the product [OH:44][C:32]1[CH:33]=[C:28]([CH:29]=[C:30](/[CH:5]=[CH:4]/[CH2:3][O:2][CH3:1])[CH:31]=1)[CH:34]=[O:35], predict the reactants needed to synthesize it. The reactants are: [CH3:1][O:2][CH2:3]/[CH:4]=[CH:5]/B1OC(C)(C)C(C)(C)O1.[C:28]1(P([C:28]2[CH:33]=[CH:32][CH:31]=[CH:30][CH:29]=2)[C:28]2[CH:33]=[CH:32][CH:31]=[CH:30][CH:29]=2)[CH:33]=[CH:32][CH:31]=[CH:30][CH:29]=1.[C:34](=O)([O-])[O-:35].[Na+].[Na+].CN(C=[O:44])C. (9) The reactants are: [NH2:1][C:2]1[C:3]([OH:8])=[N:4][CH:5]=[CH:6][CH:7]=1.Cl[CH2:10][C:11](Cl)=[O:12].C(=O)([O-])[O-].[K+].[K+]. Given the product [NH:1]1[C:11](=[O:12])[CH2:10][O:8][C:3]2[N:4]=[CH:5][CH:6]=[CH:7][C:2]1=2, predict the reactants needed to synthesize it. (10) Given the product [Cl:23][C:17]1[CH:18]=[C:19]([F:22])[CH:20]=[CH:21][C:16]=1[CH:5]1[N:6]=[C:7]([C:9]2[C:14]([F:15])=[CH:13][CH:12]=[CH:11][N:10]=2)[NH:8][C:3]([CH2:2][N:30]2[CH2:35][CH2:34][O:33][CH2:32][CH:31]2[CH2:36][CH2:37][C:38]([OH:40])=[O:39])=[C:4]1[C:24]([O:26][CH2:27][CH3:28])=[O:25], predict the reactants needed to synthesize it. The reactants are: Br[CH2:2][C:3]1[NH:8][C:7]([C:9]2[C:14]([F:15])=[CH:13][CH:12]=[CH:11][N:10]=2)=[N:6][CH:5]([C:16]2[CH:21]=[CH:20][C:19]([F:22])=[CH:18][C:17]=2[Cl:23])[C:4]=1[C:24]([O:26][CH2:27][CH3:28])=[O:25].Cl.[NH:30]1[CH2:35][CH2:34][O:33][CH2:32][CH:31]1[CH2:36][CH2:37][C:38]([OH:40])=[O:39].